From a dataset of NCI-60 drug combinations with 297,098 pairs across 59 cell lines. Regression. Given two drug SMILES strings and cell line genomic features, predict the synergy score measuring deviation from expected non-interaction effect. (1) Synergy scores: CSS=77.3, Synergy_ZIP=1.07, Synergy_Bliss=0.558, Synergy_Loewe=2.62, Synergy_HSA=5.19. Cell line: NCI-H460. Drug 2: COC1=CC(=CC(=C1O)OC)C2C3C(COC3=O)C(C4=CC5=C(C=C24)OCO5)OC6C(C(C7C(O6)COC(O7)C8=CC=CS8)O)O. Drug 1: C1CN1C2=NC(=NC(=N2)N3CC3)N4CC4. (2) Synergy scores: CSS=18.0, Synergy_ZIP=-2.49, Synergy_Bliss=3.13, Synergy_Loewe=-14.1, Synergy_HSA=-0.0574. Drug 1: CN(C)C1=NC(=NC(=N1)N(C)C)N(C)C. Drug 2: CC1=C(C(=CC=C1)Cl)NC(=O)C2=CN=C(S2)NC3=CC(=NC(=N3)C)N4CCN(CC4)CCO. Cell line: NCI-H226. (3) Synergy scores: CSS=21.6, Synergy_ZIP=4.76, Synergy_Bliss=4.53, Synergy_Loewe=-0.429, Synergy_HSA=7.02. Drug 2: CCC1=C2CN3C(=CC4=C(C3=O)COC(=O)C4(CC)O)C2=NC5=C1C=C(C=C5)O. Drug 1: CCCCCOC(=O)NC1=NC(=O)N(C=C1F)C2C(C(C(O2)C)O)O. Cell line: SK-MEL-5. (4) Drug 1: C1C(C(OC1N2C=NC3=C(N=C(N=C32)Cl)N)CO)O. Drug 2: CC1CCC2CC(C(=CC=CC=CC(CC(C(=O)C(C(C(=CC(C(=O)CC(OC(=O)C3CCCCN3C(=O)C(=O)C1(O2)O)C(C)CC4CCC(C(C4)OC)OCCO)C)C)O)OC)C)C)C)OC. Cell line: MALME-3M. Synergy scores: CSS=21.4, Synergy_ZIP=-7.63, Synergy_Bliss=-0.667, Synergy_Loewe=-0.370, Synergy_HSA=1.48. (5) Drug 1: CC(C)(C#N)C1=CC(=CC(=C1)CN2C=NC=N2)C(C)(C)C#N. Drug 2: C1CCC(C(C1)N)N.C(=O)(C(=O)[O-])[O-].[Pt+4]. Cell line: U251. Synergy scores: CSS=35.1, Synergy_ZIP=-10.4, Synergy_Bliss=-5.48, Synergy_Loewe=0.515, Synergy_HSA=-1.72. (6) Synergy scores: CSS=22.2, Synergy_ZIP=-7.26, Synergy_Bliss=0.599, Synergy_Loewe=-8.08, Synergy_HSA=1.58. Cell line: HOP-62. Drug 1: CC(CN1CC(=O)NC(=O)C1)N2CC(=O)NC(=O)C2. Drug 2: CNC(=O)C1=NC=CC(=C1)OC2=CC=C(C=C2)NC(=O)NC3=CC(=C(C=C3)Cl)C(F)(F)F. (7) Drug 1: C1=NC2=C(N=C(N=C2N1C3C(C(C(O3)CO)O)O)F)N. Drug 2: C(CC(=O)O)C(=O)CN.Cl. Cell line: PC-3. Synergy scores: CSS=12.5, Synergy_ZIP=-6.50, Synergy_Bliss=-2.32, Synergy_Loewe=-1.72, Synergy_HSA=-1.32.